This data is from Reaction yield outcomes from USPTO patents with 853,638 reactions. The task is: Predict the reaction yield, written as a fraction of the theoretical maximum amount of product (1.0 means a 100% yield; for example, 0.34 means a 34% yield). (1) The reactants are [F:1][C:2]1[CH:3]=[CH:4][C:5]([O:10][C:11]2[CH:12]=[C:13]3[C:17](=[CH:18][CH:19]=2)[N:16]([CH2:20][CH:21]=O)[N:15]=[CH:14]3)=[C:6]([CH:9]=1)[C:7]#[N:8].C(O[BH-](OC(=O)C)OC(=O)C)(=O)C.[C:36]([O:40][C:41]([N:43]1[CH2:48][CH2:47][NH:46][CH2:45][CH2:44]1)=[O:42])([CH3:39])([CH3:38])[CH3:37]. The catalyst is ClC(Cl)C. The product is [C:36]([O:40][C:41]([N:43]1[CH2:48][CH2:47][N:46]([CH2:21][CH2:20][N:16]2[C:17]3[C:13](=[CH:12][C:11]([O:10][C:5]4[CH:4]=[CH:3][C:2]([F:1])=[CH:9][C:6]=4[C:7]#[N:8])=[CH:19][CH:18]=3)[CH:14]=[N:15]2)[CH2:45][CH2:44]1)=[O:42])([CH3:39])([CH3:37])[CH3:38]. The yield is 0.600. (2) The reactants are [F:1][C:2]([F:15])([F:14])[O:3][C:4]1[CH:9]=[CH:8][CH:7]=[CH:6][C:5]=1[NH:10][C:11]([NH2:13])=[S:12].BrBr. The catalyst is C(Cl)(Cl)Cl. The product is [F:15][C:2]([F:14])([F:1])[O:3][C:4]1[C:5]2[N:10]=[C:11]([NH2:13])[S:12][C:6]=2[CH:7]=[CH:8][CH:9]=1. The yield is 0.890. (3) The reactants are Cl.Cl.[F:3][C:4]1([F:20])[C:8]2[N:9]=[CH:10][N:11]=[C:12]([N:13]3[CH2:18][CH2:17][NH:16][CH2:15][CH2:14]3)[C:7]=2[C@H:6]([CH3:19])[CH2:5]1.[C:21]([O:25][C:26]([N:28]([CH:41]([CH3:43])[CH3:42])[CH2:29][C@H:30]([C:34]1[CH:39]=[CH:38][C:37]([Cl:40])=[CH:36][CH:35]=1)[C:31](O)=[O:32])=[O:27])([CH3:24])([CH3:23])[CH3:22].CCN(C(C)C)C(C)C.CN(C(ON1N=NC2C=CC=CC1=2)=[N+](C)C)C.F[P-](F)(F)(F)(F)F.C([O-])([O-])=O.[Na+].[Na+]. The catalyst is C(Cl)Cl.CC(=O)OCC. The product is [Cl:40][C:37]1[CH:38]=[CH:39][C:34]([C@H:30]([C:31]([N:16]2[CH2:17][CH2:18][N:13]([C:12]3[C:7]4[C@H:6]([CH3:19])[CH2:5][C:4]([F:3])([F:20])[C:8]=4[N:9]=[CH:10][N:11]=3)[CH2:14][CH2:15]2)=[O:32])[CH2:29][N:28]([CH:41]([CH3:42])[CH3:43])[C:26](=[O:27])[O:25][C:21]([CH3:23])([CH3:22])[CH3:24])=[CH:35][CH:36]=1. The yield is 0.680. (4) The yield is 0.970. The product is [C:27]([C:29]1[CH:37]=[CH:36][C:32]([C:33]([N:19]([CH2:18][C@H:17]([N:14]2[CH2:15][CH2:16][N:11]([C:10]3[C:5]4[O:4][CH2:3][CH2:2][O:1][C:6]=4[CH:7]=[CH:8][CH:9]=3)[CH2:12][CH2:13]2)[CH3:26])[C:20]2[CH:25]=[CH:24][CH:23]=[CH:22][N:21]=2)=[O:34])=[CH:31][CH:30]=1)#[N:28]. The reactants are [O:1]1[C:6]2[CH:7]=[CH:8][CH:9]=[C:10]([N:11]3[CH2:16][CH2:15][N:14]([C@H:17]([CH3:26])[CH2:18][NH:19][C:20]4[CH:25]=[CH:24][CH:23]=[CH:22][N:21]=4)[CH2:13][CH2:12]3)[C:5]=2[O:4][CH2:3][CH2:2]1.[C:27]([C:29]1[CH:37]=[CH:36][C:32]([C:33](Cl)=[O:34])=[CH:31][CH:30]=1)#[N:28]. The catalyst is ClCCl. (5) The reactants are [N:1]1[CH:6]=[CH:5][CH:4]=[C:3]([NH:7][C:8](=[O:15])OCC(Cl)(Cl)Cl)[CH:2]=1.[F:16][C:17]1[C:22]([F:23])=[CH:21][CH:20]=[CH:19][C:18]=1[C:24]1[N:25]=[C:26]([N:29]2[CH2:34][CH2:33][NH:32][CH2:31][CH2:30]2)[S:27][CH:28]=1.C(N(C(C)C)CC)(C)C.O. The catalyst is CS(C)=O. The product is [F:16][C:17]1[C:22]([F:23])=[CH:21][CH:20]=[CH:19][C:18]=1[C:24]1[N:25]=[C:26]([N:29]2[CH2:34][CH2:33][N:32]([C:8]([NH:7][C:3]3[CH:2]=[N:1][CH:6]=[CH:5][CH:4]=3)=[O:15])[CH2:31][CH2:30]2)[S:27][CH:28]=1. The yield is 0.550. (6) The reactants are Br[C:2]1[CH:7]=[CH:6][C:5]([O:8][C:9]([F:12])([F:11])[F:10])=[CH:4][C:3]=1[F:13].C([Mg]Br)(C)C.[C:19](=[O:21])=[O:20]. The catalyst is C1COCC1. The product is [F:13][C:3]1[CH:4]=[C:5]([O:8][C:9]([F:12])([F:11])[F:10])[CH:6]=[CH:7][C:2]=1[C:19]([OH:21])=[O:20]. The yield is 0.870. (7) The reactants are [CH3:1][O:2][C:3]1[CH:4]=[C:5]([CH:15]=[CH:16][C:17]=1[O:18][CH2:19][C:20]1[CH:21]=[N:22][C:23]([CH3:26])=[CH:24][CH:25]=1)[CH2:6][NH:7]C(=O)OC(C)(C)C.FC(F)(F)C(O)=O. The catalyst is ClCCl. The product is [CH3:1][O:2][C:3]1[CH:4]=[C:5]([CH2:6][NH2:7])[CH:15]=[CH:16][C:17]=1[O:18][CH2:19][C:20]1[CH:21]=[N:22][C:23]([CH3:26])=[CH:24][CH:25]=1. The yield is 0.900. (8) The reactants are CC([O-])(C)C.[K+].CC1C=CC(S([CH2:17][N+:18]#[C-])(=O)=O)=CC=1.[Cl:20][C:21]1[CH:22]=[C:23]([CH:26]=[CH:27][C:28]=1[O:29][CH3:30])[CH:24]=O.CO. The catalyst is C1COCC1.O. The product is [Cl:20][C:21]1[CH:22]=[C:23]([CH2:24][C:17]#[N:18])[CH:26]=[CH:27][C:28]=1[O:29][CH3:30]. The yield is 0.830.